Dataset: Reaction yield outcomes from USPTO patents with 853,638 reactions. Task: Predict the reaction yield, written as a fraction of the theoretical maximum amount of product (1.0 means a 100% yield; for example, 0.34 means a 34% yield). The reactants are CC1C=CC(S(O[CH2:12][C:13]([F:16])([F:15])[F:14])(=O)=O)=CC=1.[Cl:17][C:18]1[CH:19]=[CH:20][C:21]([CH2:25][OH:26])=[C:22]([OH:24])[CH:23]=1.C([O-])([O-])=O.[K+].[K+]. The catalyst is CN(C=O)C. The product is [Cl:17][C:18]1[CH:19]=[CH:20][C:21]([CH2:25][OH:26])=[C:22]([O:24][CH2:12][C:13]([F:16])([F:15])[F:14])[CH:23]=1. The yield is 0.130.